Dataset: Catalyst prediction with 721,799 reactions and 888 catalyst types from USPTO. Task: Predict which catalyst facilitates the given reaction. (1) Reactant: [Cl:1][C:2]1[CH:3]=[C:4]([NH:8][C:9]2[CH:17]=[C:16]([CH:18]([CH3:20])[CH3:19])[C:12]([C:13]([OH:15])=O)=[CH:11][N:10]=2)[CH:5]=[CH:6][CH:7]=1.C([N:23]1[CH2:28]CO[CH2:25][CH2:24]1)C.N1C=CC(NC)=NC=1.O.O[N:39]1[C:43]2C=CC=C[C:42]=2[N:41]=N1.Cl.CN(C)CCCN=C=NCC. Product: [Cl:1][C:2]1[CH:3]=[C:4]([NH:8][C:9]2[CH:17]=[C:16]([CH:18]([CH3:20])[CH3:19])[C:12]([C:13]([NH:41][CH2:42][C:43]3[CH:25]=[CH:24][N:23]=[CH:28][N:39]=3)=[O:15])=[CH:11][N:10]=2)[CH:5]=[CH:6][CH:7]=1. The catalyst class is: 9. (2) Reactant: Br[C:2]1[CH:7]=[CH:6][CH:5]=[C:4]([O:8][CH3:9])[N:3]=1.[C:10]([N:13]1[C:22]2[C:17](=[CH:18][C:19]([C:23]([NH:25][CH3:26])=[O:24])=[CH:20][CH:21]=2)[CH:16]([NH2:27])[CH:15]([CH3:28])[CH:14]1[CH:29]1[CH2:31][CH2:30]1)(=[O:12])[CH3:11].CC(C)([O-])C.[Na+].CN(C1C(C2C(P(C3CCCCC3)C3CCCCC3)=CC=CC=2)=CC=CC=1)C. Product: [C:10]([N:13]1[C:22]2[C:17](=[CH:18][C:19]([C:23]([NH:25][CH3:26])=[O:24])=[CH:20][CH:21]=2)[CH:16]([NH:27][C:2]2[CH:7]=[CH:6][CH:5]=[C:4]([O:8][CH3:9])[N:3]=2)[CH:15]([CH3:28])[CH:14]1[CH:29]1[CH2:30][CH2:31]1)(=[O:12])[CH3:11]. The catalyst class is: 62. (3) Reactant: [C:1]([O:5][C:6](=[O:13])[NH:7][CH2:8][CH2:9][CH2:10][CH2:11]Br)([CH3:4])([CH3:3])[CH3:2].[CH2:14]([O:21][C:22]([N:24]1[CH2:29][CH2:28][NH:27][CH2:26][CH2:25]1)=[O:23])[C:15]1[CH:20]=[CH:19][CH:18]=[CH:17][CH:16]=1.[I-].[Na+].C(=O)([O-])[O-].[K+].[K+]. Product: [CH2:14]([O:21][C:22]([N:24]1[CH2:29][CH2:28][N:27]([CH2:11][CH2:10][CH2:9][CH2:8][NH:7][C:6]([O:5][C:1]([CH3:4])([CH3:3])[CH3:2])=[O:13])[CH2:26][CH2:25]1)=[O:23])[C:15]1[CH:20]=[CH:19][CH:18]=[CH:17][CH:16]=1. The catalyst class is: 21. (4) Reactant: [Cl:1][C:2]1[CH:3]=[C:4]([CH:9]2[CH:18]([C:19]([O:21][CH3:22])=[O:20])[C:17](=[O:23])[C:16]3[C:11](=[CH:12][CH:13]=[CH:14][CH:15]=3)[O:10]2)[CH:5]=[CH:6][C:7]=1[Cl:8].[BH4-].[Na+]. Product: [Cl:1][C:2]1[CH:3]=[C:4]([CH:9]2[CH:18]([C:19]([O:21][CH3:22])=[O:20])[CH:17]([OH:23])[C:16]3[C:11](=[CH:12][CH:13]=[CH:14][CH:15]=3)[O:10]2)[CH:5]=[CH:6][C:7]=1[Cl:8]. The catalyst class is: 87. (5) Reactant: FC(F)(F)S(O[C:7]1[CH:12]=[CH:11][C:10]([C:13]2[N:14]=[N:15][C:16]([N:19]([CH3:30])[CH:20]3[CH2:25][C:24]([CH3:27])([CH3:26])[NH:23][C:22]([CH3:29])([CH3:28])[CH2:21]3)=[CH:17][CH:18]=2)=[C:9]([O:31][CH3:32])[CH:8]=1)(=O)=O.[NH:35]1[CH:39]=[C:38](B(O)O)[CH:37]=[N:36]1.P([O-])([O-])([O-])=O.[K+].[K+].[K+].COC1C=CC=C(OC)C=1C1C=CC=CC=1P(C1CCCCC1)C1CCCCC1. Product: [CH3:32][O:31][C:9]1[CH:8]=[C:7]([C:38]2[CH:39]=[N:35][NH:36][CH:37]=2)[CH:12]=[CH:11][C:10]=1[C:13]1[N:14]=[N:15][C:16]([N:19]([CH3:30])[CH:20]2[CH2:21][C:22]([CH3:29])([CH3:28])[NH:23][C:24]([CH3:26])([CH3:27])[CH2:25]2)=[CH:17][CH:18]=1. The catalyst class is: 552.